This data is from Forward reaction prediction with 1.9M reactions from USPTO patents (1976-2016). The task is: Predict the product of the given reaction. (1) Given the reactants [NH2:1][CH:2]1[CH2:7][N:6]([CH2:8][C:9]2[CH:14]=[CH:13][C:12]([O:15][CH3:16])=[CH:11][CH:10]=2)[C:5](=[O:17])[CH2:4]C1.COC1C=CC(CN2C(=O)CC(C(OC)=O)C2)=CC=1, predict the reaction product. The product is: [NH2:1][CH:2]1[CH2:7][N:6]([CH2:8][C:9]2[CH:10]=[CH:11][C:12]([O:15][CH3:16])=[CH:13][CH:14]=2)[C:5](=[O:17])[CH2:4]1. (2) Given the reactants [C:1]([C:4]1[NH:8][C:7]2[C:9]([Cl:13])=[C:10]([Cl:12])[S:11][C:6]=2[CH:5]=1)([OH:3])=O.[NH2:14][C@@H:15]1[CH2:23][C:22]2[C:17](=[CH:18][CH:19]=[CH:20][CH:21]=2)[C@H:16]1[NH:24][C:25]([O:27][C:28]([CH3:31])([CH3:30])[CH3:29])=[O:26].CCN(C(C)C)C(C)C.C1C=CC2N(O)N=NC=2C=1.CCN=C=NCCCN(C)C, predict the reaction product. The product is: [Cl:12][C:10]1[S:11][C:6]2[CH:5]=[C:4]([C:1](=[O:3])[NH:14][C@@H:15]3[CH2:23][C:22]4[C:17](=[CH:18][CH:19]=[CH:20][CH:21]=4)[C@H:16]3[NH:24][C:25]([O:27][C:28]([CH3:31])([CH3:30])[CH3:29])=[O:26])[NH:8][C:7]=2[C:9]=1[Cl:13]. (3) Given the reactants Br[C:2]1[CH:7]=[CH:6][C:5]([C:8]([N:10]2[CH2:15][CH2:14][N:13]([C:16]3[C:21]([CH3:22])=[CH:20][C:19]([CH3:23])=[CH:18][N:17]=3)[CH2:12][CH2:11]2)=[O:9])=[C:4]([S:24]([CH3:27])(=[O:26])=[O:25])[CH:3]=1.[NH:28]1[CH2:31][CH2:30][C:29]1=[O:32], predict the reaction product. The product is: [CH3:22][C:21]1[C:16]([N:13]2[CH2:14][CH2:15][N:10]([C:8]([C:5]3[CH:6]=[CH:7][C:2]([N:28]4[CH2:31][CH2:30][C:29]4=[O:32])=[CH:3][C:4]=3[S:24]([CH3:27])(=[O:26])=[O:25])=[O:9])[CH2:11][CH2:12]2)=[N:17][CH:18]=[C:19]([CH3:23])[CH:20]=1. (4) Given the reactants [C:1]1(=[O:7])[CH2:5][CH2:4][C:3](=O)[CH2:2]1.[NH2:8][C:9]1[CH:16]=[C:15]([F:17])[C:12]([C:13]#[N:14])=[C:11]([Cl:18])[CH:10]=1.O.[C:20]1(C)C=CC=CC=1, predict the reaction product. The product is: [Cl:18][C:11]1[CH:10]=[C:9]([NH:8][C:2]2[CH2:3][CH2:4][CH2:5][C:1](=[O:7])[CH:20]=2)[CH:16]=[C:15]([F:17])[C:12]=1[C:13]#[N:14]. (5) The product is: [OH2:2].[C@@H:3]1([C:14]2[CH:19]=[CH:18][C:17]([CH3:20])=[C:16]([CH2:21][C:22]3[S:23][C:24]([C:27]4[CH:28]=[CH:29][C:30]([F:33])=[CH:31][CH:32]=4)=[CH:25][CH:26]=3)[CH:15]=2)[O:11][C@H:10]([CH2:12][OH:13])[C@@H:8]([OH:9])[C@H:6]([OH:7])[C@H:4]1[OH:5].[C@@H:3]1([C:14]2[CH:19]=[CH:18][C:17]([CH3:20])=[C:16]([CH2:21][C:22]3[S:23][C:24]([C:27]4[CH:28]=[CH:29][C:30]([F:33])=[CH:31][CH:32]=4)=[CH:25][CH:26]=3)[CH:15]=2)[O:11][C@H:10]([CH2:12][OH:13])[C@@H:8]([OH:9])[C@H:6]([OH:7])[C@H:4]1[OH:5]. Given the reactants C[O:2][C:3]1([C:14]2[CH:19]=[CH:18][C:17]([CH3:20])=[C:16]([CH2:21][C:22]3[S:23][C:24]([C:27]4[CH:32]=[CH:31][C:30]([F:33])=[CH:29][CH:28]=4)=[CH:25][CH:26]=3)[CH:15]=2)[O:11][C@H:10]([CH2:12][OH:13])[C@@H:8]([OH:9])[C@H:6]([OH:7])[C@H:4]1[OH:5].C([SiH](CC)CC)C.C(=O)([O-])O.[Na+], predict the reaction product.